This data is from TCR-epitope binding with 47,182 pairs between 192 epitopes and 23,139 TCRs. The task is: Binary Classification. Given a T-cell receptor sequence (or CDR3 region) and an epitope sequence, predict whether binding occurs between them. The epitope is SLYNTVATL. The TCR CDR3 sequence is CASSRGLEQYF. Result: 0 (the TCR does not bind to the epitope).